From a dataset of NCI-60 drug combinations with 297,098 pairs across 59 cell lines. Regression. Given two drug SMILES strings and cell line genomic features, predict the synergy score measuring deviation from expected non-interaction effect. Drug 1: CC12CCC3C(C1CCC2O)C(CC4=C3C=CC(=C4)O)CCCCCCCCCS(=O)CCCC(C(F)(F)F)(F)F. Drug 2: CC(C)(C#N)C1=CC(=CC(=C1)CN2C=NC=N2)C(C)(C)C#N. Cell line: MDA-MB-435. Synergy scores: CSS=-2.04, Synergy_ZIP=-1.49, Synergy_Bliss=-4.26, Synergy_Loewe=-7.22, Synergy_HSA=-5.96.